From a dataset of Reaction yield outcomes from USPTO patents with 853,638 reactions. Predict the reaction yield, written as a fraction of the theoretical maximum amount of product (1.0 means a 100% yield; for example, 0.34 means a 34% yield). (1) The reactants are [OH:1][CH:2]([C:7]1[CH:12]=[CH:11][CH:10]=[CH:9][C:8]=1[S:13]([N:16]1[CH2:20][CH2:19][CH2:18][CH2:17]1)(=[O:15])=[O:14])S([O-])(=O)=O.[Na+].C(=O)([O-])[O-].[Na+].[Na+]. The catalyst is C1COCC1.O. The product is [N:16]1([S:13]([C:8]2[CH:9]=[CH:10][CH:11]=[CH:12][C:7]=2[CH:2]=[O:1])(=[O:15])=[O:14])[CH2:17][CH2:18][CH2:19][CH2:20]1. The yield is 0.850. (2) The reactants are [OH:1][CH2:2][C:3]1[CH:4]=[C:5]([NH:9][C:10](=[O:12])[CH3:11])[CH:6]=[CH:7][CH:8]=1. The catalyst is C1(C)C=CC=CC=1.O=[Mn]=O. The product is [CH:2]([C:3]1[CH:4]=[C:5]([NH:9][C:10](=[O:12])[CH3:11])[CH:6]=[CH:7][CH:8]=1)=[O:1]. The yield is 0.750. (3) The reactants are [OH:1][C:2]1[O:3][C:4]([CH3:9])=[CH:5][C:6](=[O:8])[CH:7]=1.CO[CH:12](OC)[N:13]([CH3:15])[CH3:14]. The catalyst is C1(C)C=CC=CC=1. The product is [CH3:12][N:13]([CH:15]=[C:7]1[C:6](=[O:8])[CH:5]=[C:4]([CH3:9])[O:3][C:2]1=[O:1])[CH3:14]. The yield is 0.750. (4) The reactants are [NH2:1][C:2]1[CH:7]=[CH:6][CH:5]=[CH:4][CH:3]=1.[H-].[Na+].[Cl:10][C:11]1[C:16]([CH:17]=[O:18])=[C:15](Cl)[N:14]=[C:13]([S:20][CH3:21])[N:12]=1.O. The catalyst is CS(C)=O.CCOC(C)=O. The product is [Cl:10][C:11]1[C:16]([CH:17]=[O:18])=[C:15]([NH:1][C:2]2[CH:7]=[CH:6][CH:5]=[CH:4][CH:3]=2)[N:14]=[C:13]([S:20][CH3:21])[N:12]=1. The yield is 0.760. (5) The reactants are [Cl:1][C:2]1[CH:3]=[CH:4][C:5](=[O:8])[NH:6][N:7]=1.[C:9]([O-])([O-])=O.[Cs+].[Cs+].CI. The catalyst is CC#N. The product is [Cl:1][C:2]1[CH:3]=[CH:4][C:5](=[O:8])[N:6]([CH3:9])[N:7]=1. The yield is 0.750.